Dataset: Full USPTO retrosynthesis dataset with 1.9M reactions from patents (1976-2016). Task: Predict the reactants needed to synthesize the given product. (1) Given the product [CH3:1][C:2]([CH3:20])([CH2:18][CH3:19])[C:3](=[O:17])[C:4]([N:6]1[CH2:10][CH2:9][CH2:8][CH:7]1[C:11](=[O:16])[CH2:12][CH2:13][CH:14]=[CH:15][C:32]1[CH:33]=[CH:34][C:29]([O:28][CH2:21][C:22]2[CH:27]=[CH:26][CH:25]=[CH:24][CH:23]=2)=[CH:30][CH:31]=1)=[O:5], predict the reactants needed to synthesize it. The reactants are: [CH3:1][C:2]([CH3:20])([CH2:18][CH3:19])[C:3](=[O:17])[C:4]([N:6]1[CH2:10][CH2:9][CH2:8][CH:7]1[C:11](=[O:16])[CH2:12][CH2:13][CH:14]=[CH2:15])=[O:5].[CH2:21]([O:28][C:29]1[CH:34]=[CH:33][C:32](Br)=[CH:31][CH:30]=1)[C:22]1[CH:27]=[CH:26][CH:25]=[CH:24][CH:23]=1.C1(C)C=CC=CC=1P(C1C=CC=CC=1C)C1C=CC=CC=1C. (2) Given the product [O:58]=[S:53]1(=[O:57])[CH2:52][C@@H:51]2[CH2:56][C@H:54]1[CH2:55][N:50]2[CH2:49][CH2:48][NH:1][C@:2]12[CH2:43][CH2:42][C@@H:41]([C:44]([CH3:46])=[CH2:45])[C@@H:3]1[C@@H:4]1[C@@:17]([CH3:20])([CH2:18][CH2:19]2)[C@@:16]2([CH3:21])[C@@H:7]([C@:8]3([CH3:40])[C@@H:13]([CH2:14][CH2:15]2)[C:12]([CH3:23])([CH3:22])[C:11]([C:24]2[CH2:29][CH2:28][C@H:27]([C:30]([O:32][CH2:33][C:34]4[CH:35]=[CH:36][CH:37]=[CH:38][CH:39]=4)=[O:31])[CH2:26][CH:25]=2)=[CH:10][CH2:9]3)[CH2:6][CH2:5]1, predict the reactants needed to synthesize it. The reactants are: [NH2:1][C@:2]12[CH2:43][CH2:42][C@@H:41]([C:44]([CH3:46])=[CH2:45])[C@@H:3]1[C@@H:4]1[C@@:17]([CH3:20])([CH2:18][CH2:19]2)[C@@:16]2([CH3:21])[C@@H:7]([C@:8]3([CH3:40])[C@@H:13]([CH2:14][CH2:15]2)[C:12]([CH3:23])([CH3:22])[C:11]([C:24]2[CH2:29][CH2:28][C@H:27]([C:30]([O:32][CH2:33][C:34]4[CH:39]=[CH:38][CH:37]=[CH:36][CH:35]=4)=[O:31])[CH2:26][CH:25]=2)=[CH:10][CH2:9]3)[CH2:6][CH2:5]1.Cl[CH2:48][CH2:49][N:50]1[CH2:55][C@@H:54]2[CH2:56][C@H:51]1[CH2:52][S:53]2(=[O:58])=[O:57].P([O-])([O-])([O-])=O.[K+].[K+].[K+].[I-].[K+]. (3) Given the product [NH2:59][C:55]([CH3:58])([CH3:54])[CH2:56][NH:57][C:12]([C:8]1[N:6]2[CH:7]=[C:2]([Cl:1])[CH:3]=[C:4]([O:15][CH2:16][C:17]3[C:22]([F:23])=[CH:21][CH:20]=[CH:19][C:18]=3[F:24])[C:5]2=[N:10][C:9]=1[CH3:11])=[O:13], predict the reactants needed to synthesize it. The reactants are: [Cl:1][C:2]1[CH:3]=[C:4]([O:15][CH2:16][C:17]2[C:22]([F:23])=[CH:21][CH:20]=[CH:19][C:18]=2[F:24])[C:5]2[N:6]([C:8]([C:12](O)=[O:13])=[C:9]([CH3:11])[N:10]=2)[CH:7]=1.F[B-](F)(F)F.N1(O[C+](N(C)C)N(C)C)C2C=CC=CC=2N=N1.CN1CCOCC1.[CH3:54][C:55]([NH2:59])([CH3:58])[CH2:56][NH2:57]. (4) Given the product [C:91]([O:95][C:96]([N:98]1[CH:103]([C:104]2[NH:105][C:106]([C:109]3[CH:110]=[CH:111][C:112]([C:78]4[CH:77]=[CH:76][C:75]5[C:80](=[CH:81][CH:82]=[C:73]([C:70]6[NH:69][C:68]([CH:64]7[CH2:65][CH2:66][CH2:67][N:63]7[C:61](=[O:62])[CH:60]([NH:59][C:58]([O:57][CH3:56])=[O:90])[CH:84]7[CH2:89][CH2:88][O:87][CH2:86][CH2:85]7)=[N:72][CH:71]=6)[CH:74]=5)[CH:79]=4)=[CH:113][CH:114]=3)=[CH:107][N:108]=2)[CH:102]2[CH2:124][CH:99]1[CH2:100][CH2:101]2)=[O:97])([CH3:94])([CH3:93])[CH3:92], predict the reactants needed to synthesize it. The reactants are: C(OC(N1CC(=C)CC1C1NC(C2C=CC(C3C=CC4C(=CC=C(C5NC(C6CCCN6C(=O)C(NC(OC)=O)C(C)C)=NC=5)C=4)C=3)=CC=2)=CN=1)=O)(C)(C)C.[CH3:56][O:57][C:58](=[O:90])[NH:59][CH:60]([CH:84]1[CH2:89][CH2:88][O:87][CH2:86][CH2:85]1)[C:61]([N:63]1[CH2:67][CH2:66][CH2:65][CH:64]1[C:68]1[NH:69][C:70]([C:73]2[CH:82]=[CH:81][C:80]3[C:75](=[CH:76][CH:77]=[C:78](Br)[CH:79]=3)[CH:74]=2)=[CH:71][N:72]=1)=[O:62].[C:91]([O:95][C:96]([N:98]1[CH:103]([C:104]2[NH:105][C:106]([C:109]3[CH:114]=[CH:113][C:112](B4OC(C)(C)C(C)(C)O4)=[CH:111][CH:110]=3)=[CH:107][N:108]=2)[CH:102]2[CH2:124][CH:99]1[CH2:100][CH2:101]2)=[O:97])([CH3:94])([CH3:93])[CH3:92]. (5) Given the product [CH2:1]([N:8]1[CH:22]([C:18]2([CH3:17])[CH2:21][CH2:20][CH2:19]2)[CH2:23][C:24](=[O:25])[O:9]1)[C:2]1[CH:7]=[CH:6][CH:5]=[CH:4][CH:3]=1, predict the reactants needed to synthesize it. The reactants are: [CH2:1]([NH:8][OH:9])[C:2]1[CH:7]=[CH:6][CH:5]=[CH:4][CH:3]=1.C(N(CC)CC)C.[CH3:17][C:18]1([CH:22]=[CH:23][C:24](OC)=[O:25])[CH2:21][CH2:20][CH2:19]1. (6) Given the product [CH3:25][N:17]([CH2:16][C:4]1[CH:3]=[C:2]([C:33]2[CH:34]=[CH:35][C:30]([S:27]([CH3:26])(=[O:29])=[O:28])=[CH:31][CH:32]=2)[N:6]([S:7]([C:10]2[CH:11]=[N:12][CH:13]=[CH:14][CH:15]=2)(=[O:9])=[O:8])[CH:5]=1)[C:18](=[O:24])[O:19][C:20]([CH3:23])([CH3:22])[CH3:21], predict the reactants needed to synthesize it. The reactants are: Br[C:2]1[N:6]([S:7]([C:10]2[CH:11]=[N:12][CH:13]=[CH:14][CH:15]=2)(=[O:9])=[O:8])[CH:5]=[C:4]([CH2:16][N:17]([CH3:25])[C:18](=[O:24])[O:19][C:20]([CH3:23])([CH3:22])[CH3:21])[CH:3]=1.[CH3:26][S:27]([C:30]1[CH:35]=[CH:34][C:33](B(O)O)=[CH:32][CH:31]=1)(=[O:29])=[O:28].C(=O)([O-])[O-].[Na+].[Na+].COCCOC. (7) Given the product [F:20][C:21]1[CH:29]=[CH:28][C:24]([C:25]([NH:2][CH:3]([C:4]([O:6][CH2:7][CH3:8])=[O:5])[C:9]([O:11][CH2:12][CH3:13])=[O:10])=[O:26])=[CH:23][CH:22]=1, predict the reactants needed to synthesize it. The reactants are: Cl.[NH2:2][CH:3]([C:9]([O:11][CH2:12][CH3:13])=[O:10])[C:4]([O:6][CH2:7][CH3:8])=[O:5].N1C=CC=CC=1.[F:20][C:21]1[CH:29]=[CH:28][C:24]([C:25](Cl)=[O:26])=[CH:23][CH:22]=1. (8) Given the product [CH2:30]([O:29][C:18]1[C:19]([CH:26]([CH3:28])[CH3:27])=[CH:20][C:21]([CH:23]([CH3:24])[CH3:25])=[CH:22][C:17]=1[C:16]1[C:10]2[CH:9]=[C:8]([C:6]([CH3:7])=[CH:5][C:4]([OH:32])=[O:3])[S:12][C:11]=2[CH:13]=[CH:14][CH:15]=1)[CH3:31], predict the reactants needed to synthesize it. The reactants are: C([O:3][C:4](=[O:32])[CH:5]=[C:6]([C:8]1[S:12][C:11]2[CH:13]=[CH:14][CH:15]=[C:16]([C:17]3[CH:22]=[C:21]([CH:23]([CH3:25])[CH3:24])[CH:20]=[C:19]([CH:26]([CH3:28])[CH3:27])[C:18]=3[O:29][CH2:30][CH3:31])[C:10]=2[CH:9]=1)[CH3:7])C.C1COCC1.[Li+].[OH-]. (9) Given the product [NH2:3][C:2]([NH:4][C:5]1[S:6][C:7]([CH2:10][NH:11][C:12](=[O:34])[CH2:13][N:14]2[C:20]3[CH:21]=[CH:22][CH:23]=[CH:24][C:19]=3[CH:18]([CH2:25][C:26]([OH:28])=[O:27])[CH2:17][CH2:16][C:15]2=[O:33])=[CH:8][N:9]=1)=[NH:1], predict the reactants needed to synthesize it. The reactants are: [NH2:1][C:2]([NH:4][C:5]1[S:6][C:7]([CH2:10][NH:11][C:12](=[O:34])[CH2:13][N:14]2[C:20]3[CH:21]=[CH:22][CH:23]=[CH:24][C:19]=3[CH:18]([CH2:25][C:26]([O:28]C(C)(C)C)=[O:27])[CH2:17][CH2:16][C:15]2=[O:33])=[CH:8][N:9]=1)=[NH:3].Cl. (10) The reactants are: C(OC(=O)CCC[O:8][C:9]1[CH:14]=[CH:13][CH:12]=[C:11]([CH2:15][CH2:16][CH2:17][CH2:18][CH2:19][CH2:20][O:21][C:22]2[CH:27]=[C:26](I)[CH:25]=[C:24]([C:29]3[CH:37]=[CH:36][C:32]4[O:33][CH2:34][O:35][C:31]=4[CH:30]=3)[CH:23]=2)[C:10]=1[CH2:38][CH2:39][C:40]([O:42][CH2:43][CH3:44])=[O:41])C.[N:46]1[CH:51]=[C:50](B(O)O)[CH:49]=[N:48][CH:47]=1. Given the product [CH2:43]([O:42][C:40](=[O:41])[CH:39]([O:8][C:9]1[CH:14]=[CH:13][CH:12]=[C:11]([CH2:15][CH2:16][CH2:17][CH2:18][CH2:19][CH2:20][O:21][C:22]2[CH:27]=[C:26]([C:51]3[CH:50]=[CH:49][N:48]=[CH:47][N:46]=3)[CH:25]=[C:24]([C:29]3[CH:37]=[CH:36][C:32]4[O:33][CH2:34][O:35][C:31]=4[CH:30]=3)[CH:23]=2)[C:10]=1[CH2:38][CH2:39][C:40]([O:42][CH2:43][CH3:44])=[O:41])[CH2:38][CH3:10])[CH3:44], predict the reactants needed to synthesize it.